Dataset: Full USPTO retrosynthesis dataset with 1.9M reactions from patents (1976-2016). Task: Predict the reactants needed to synthesize the given product. (1) Given the product [NH2:35][C:36]1([CH2:41][O:42][C:43]2[CH:44]=[CH:45][C:46]([CH2:49][CH2:2][CH2:1][NH:3][C:4]3[CH:9]=[C:8]([O:10][CH3:11])[CH:7]=[CH:6][C:5]=3[C@@H:12]3[CH2:21][CH2:20][C:19]4[CH:18]=[C:17]([OH:22])[CH:16]=[CH:15][C:14]=4[CH2:13]3)=[CH:47][CH:48]=2)[CH2:37][CH2:38][CH2:39][CH2:40]1, predict the reactants needed to synthesize it. The reactants are: [CH2:1]([NH:3][C:4]1[CH:9]=[C:8]([O:10][CH3:11])[CH:7]=[CH:6][C:5]=1[C@@H:12]1[CH2:21][CH2:20][C:19]2[CH:18]=[C:17]([O:22]C(=O)C(C)(C)C)[CH:16]=[CH:15][C:14]=2[CH2:13]1)[CH3:2].C(OC(=O)[NH:35][C:36]1([CH2:41][O:42][C:43]2[CH:48]=[CH:47][C:46]([CH:49]=O)=[CH:45][CH:44]=2)[CH2:40][CH2:39][CH2:38][CH2:37]1)(C)(C)C. (2) Given the product [ClH:66].[NH2:56][CH2:55][C@H:52]1[CH2:51][CH2:50][C@H:49]([C:47]([NH:46][C@H:31]([C:32](=[O:45])[NH:33][C:34]2[CH:35]=[CH:36][C:37]([C:40]3[NH:44][N:43]=[N:42][N:41]=3)=[CH:38][CH:39]=2)[CH2:30][C:27]2[CH:28]=[CH:29][C:24]([C:21]3[CH:22]=[CH:23][C:18]([C:16]([NH:15][CH:12]4[CH2:11][CH2:10][CH:9]([N:8]([CH2:1][C:2]5[CH:7]=[CH:6][CH:5]=[CH:4][CH:3]=5)[CH3:65])[CH2:14][CH2:13]4)=[O:17])=[CH:19][C:20]=3[CH3:64])=[CH:25][CH:26]=2)=[O:48])[CH2:54][CH2:53]1, predict the reactants needed to synthesize it. The reactants are: [CH2:1]([N:8]([CH3:65])[CH:9]1[CH2:14][CH2:13][CH:12]([NH:15][C:16]([C:18]2[CH:23]=[CH:22][C:21]([C:24]3[CH:29]=[CH:28][C:27]([CH2:30][C@H:31]([NH:46][C:47]([C@H:49]4[CH2:54][CH2:53][C@H:52]([CH2:55][NH:56]C(=O)OC(C)(C)C)[CH2:51][CH2:50]4)=[O:48])[C:32](=[O:45])[NH:33][C:34]4[CH:39]=[CH:38][C:37]([C:40]5[NH:44][N:43]=[N:42][N:41]=5)=[CH:36][CH:35]=4)=[CH:26][CH:25]=3)=[C:20]([CH3:64])[CH:19]=2)=[O:17])[CH2:11][CH2:10]1)[C:2]1[CH:7]=[CH:6][CH:5]=[CH:4][CH:3]=1.[ClH:66]. (3) Given the product [Cl:1][C:2]1[CH:7]=[C:6]([Cl:8])[CH:5]=[CH:4][C:3]=1[N:9]1[C:15]2=[N:16][C:17]3[CH:22]=[CH:21][CH:20]=[C:19]([N:23]([CH2:26][CH3:27])[CH2:24][CH3:25])[C:18]=3[N:14]2[CH2:13][CH:12]([NH:28][C:36](=[O:38])[CH3:37])[CH2:11][CH2:10]1, predict the reactants needed to synthesize it. The reactants are: [Cl:1][C:2]1[CH:7]=[C:6]([Cl:8])[CH:5]=[CH:4][C:3]=1[N:9]1[C:15]2=[N:16][C:17]3[C:18](=[C:19]([N:23]([CH2:26][CH3:27])[CH2:24][CH3:25])[CH:20]=[CH:21][CH:22]=3)[N:14]2[CH2:13][CH:12]([NH2:28])[CH2:11][CH2:10]1.C(N(CC)CC)C.[C:36](OC(=O)C)(=[O:38])[CH3:37].C(=O)(O)[O-].[Na+]. (4) The reactants are: [C:1]1([S:7]([CH2:10][C@@H:11]2[CH2:16][C@H:15]([NH:17][CH:18]([CH3:20])[CH3:19])[CH2:14][CH2:13][C@@H:12]2[N:21]2[CH2:26][CH2:25][C:24]([C:27]3[CH:32]=[CH:31][CH:30]=[C:29]([C:33]([F:36])([F:35])[F:34])[CH:28]=3)=[CH:23][C:22]2=[O:37])(=[O:9])=[O:8])[CH:6]=[CH:5][CH:4]=[CH:3][CH:2]=1.C=O.[C:40]([BH3-])#N.[Na+].O. Given the product [C:1]1([S:7]([CH2:10][C@@H:11]2[CH2:16][C@H:15]([N:17]([CH:18]([CH3:20])[CH3:19])[CH3:40])[CH2:14][CH2:13][C@@H:12]2[N:21]2[CH2:26][CH2:25][C:24]([C:27]3[CH:32]=[CH:31][CH:30]=[C:29]([C:33]([F:36])([F:34])[F:35])[CH:28]=3)=[CH:23][C:22]2=[O:37])(=[O:8])=[O:9])[CH:6]=[CH:5][CH:4]=[CH:3][CH:2]=1, predict the reactants needed to synthesize it. (5) Given the product [N:1]1([S:11]([C:14]2[CH:15]=[C:16]3[C:20](=[CH:21][CH:22]=2)[NH:19][C:18](=[O:23])[C:17]3=[CH:41][C:36]2[NH:37][C:38]3[C:34]([CH:35]=2)=[CH:33][C:32]([O:31][CH2:30][CH2:29][N:24]2[CH2:28][CH2:27][CH2:26][CH2:25]2)=[CH:40][CH:39]=3)(=[O:13])=[O:12])[C:10]2[C:5](=[CH:6][CH:7]=[CH:8][CH:9]=2)[CH2:4][CH2:3][CH2:2]1, predict the reactants needed to synthesize it. The reactants are: [N:1]1([S:11]([C:14]2[CH:15]=[C:16]3[C:20](=[CH:21][CH:22]=2)[NH:19][C:18](=[O:23])[CH2:17]3)(=[O:13])=[O:12])[C:10]2[C:5](=[CH:6][CH:7]=[CH:8][CH:9]=2)[CH2:4][CH2:3][CH2:2]1.[N:24]1([CH2:29][CH2:30][O:31][C:32]2[CH:33]=[C:34]3[C:38](=[CH:39][CH:40]=2)[NH:37][C:36]([CH:41]=O)=[CH:35]3)[CH2:28][CH2:27][CH2:26][CH2:25]1. (6) Given the product [CH3:1][O:2][C:3](=[O:66])[C@@H:4]([NH:20][C:21]([C@@H:23]1[CH2:32][C:31]2[CH:30]=[C:29]3[O:33][CH2:34][C@@H:35]([C:37]4[CH:38]=[CH:39][C:40]([O:43][CH2:44][C:45]5[CH:50]=[CH:49][C:48]([Cl:51])=[C:47]([Cl:52])[CH:46]=5)=[CH:41][CH:42]=4)[O:36][C:28]3=[CH:27][C:26]=2[CH2:25][N:24]1[S:53]([C:56]1[S:60][C:59]([N:61]([C:62](=[O:64])[CH3:63])[CH2:67][CH3:68])=[N:58][C:57]=1[CH3:65])(=[O:55])=[O:54])=[O:22])[CH2:5][C:6]1[CH:7]=[CH:8][C:9]([C:12]2[CH:17]=[CH:16][C:15]([C:18]#[N:19])=[CH:14][CH:13]=2)=[CH:10][CH:11]=1, predict the reactants needed to synthesize it. The reactants are: [CH3:1][O:2][C:3](=[O:66])[C@@H:4]([NH:20][C:21]([C@@H:23]1[CH2:32][C:31]2[CH:30]=[C:29]3[O:33][CH2:34][C@@H:35]([C:37]4[CH:42]=[CH:41][C:40]([O:43][CH2:44][C:45]5[CH:50]=[CH:49][C:48]([Cl:51])=[C:47]([Cl:52])[CH:46]=5)=[CH:39][CH:38]=4)[O:36][C:28]3=[CH:27][C:26]=2[CH2:25][N:24]1[S:53]([C:56]1[S:60][C:59]([NH:61][C:62](=[O:64])[CH3:63])=[N:58][C:57]=1[CH3:65])(=[O:55])=[O:54])=[O:22])[CH2:5][C:6]1[CH:11]=[CH:10][C:9]([C:12]2[CH:17]=[CH:16][C:15]([C:18]#[N:19])=[CH:14][CH:13]=2)=[CH:8][CH:7]=1.[CH2:67](I)[CH3:68]. (7) Given the product [CH3:1][O:2][C:3]1[CH:8]=[CH:7][C:6]([C:9]2[N:10]=[C:11]([CH:27]3[CH2:32][CH2:31][N:30]([C:33](=[O:37])[N:34]([OH:36])[CH3:35])[CH2:29][CH2:28]3)[N:12]([CH2:22][C:23]([OH:25])=[O:24])[C:13]=2[C:14]2[CH:15]=[CH:16][C:17]([O:20][CH3:21])=[CH:18][CH:19]=2)=[CH:5][CH:4]=1, predict the reactants needed to synthesize it. The reactants are: [CH3:1][O:2][C:3]1[CH:8]=[CH:7][C:6]([C:9]2[N:10]=[C:11]([CH:27]3[CH2:32][CH2:31][N:30]([C:33](=[O:37])[N:34]([OH:36])[CH3:35])[CH2:29][CH2:28]3)[N:12]([CH2:22][C:23]([O:25]C)=[O:24])[C:13]=2[C:14]2[CH:19]=[CH:18][C:17]([O:20][CH3:21])=[CH:16][CH:15]=2)=[CH:5][CH:4]=1.O.[OH-].[Li+].C(O)(=O)C. (8) The reactants are: [S:1]1[C:5]2[CH:6]=[CH:7][C:8]([C:10]3[CH:11]=[C:12]([CH:15]=[CH:16][CH:17]=3)[CH:13]=[O:14])=[CH:9][C:4]=2[CH:3]=[CH:2]1.[BH4-].[Na+].C(O)(=O)CC(CC(O)=O)(C(O)=O)O. Given the product [S:1]1[C:5]2[CH:6]=[CH:7][C:8]([C:10]3[CH:11]=[C:12]([CH2:13][OH:14])[CH:15]=[CH:16][CH:17]=3)=[CH:9][C:4]=2[CH:3]=[CH:2]1, predict the reactants needed to synthesize it.